This data is from Reaction yield outcomes from USPTO patents with 853,638 reactions. The task is: Predict the reaction yield, written as a fraction of the theoretical maximum amount of product (1.0 means a 100% yield; for example, 0.34 means a 34% yield). (1) The reactants are CC1(C)C(C)(C)OB([C:9]2[CH:14]=[CH:13][N:12]=[C:11]3[N:15]([C:18]([C:31]4[CH:36]=[CH:35][CH:34]=[CH:33][CH:32]=4)([C:25]4[CH:30]=[CH:29][CH:28]=[CH:27][CH:26]=4)[C:19]4[CH:24]=[CH:23][CH:22]=[CH:21][CH:20]=4)[N:16]=[CH:17][C:10]=23)O1.Br[C:39]1[CH:40]=[C:41]([C:45]([CH3:50])([CH2:48][CH3:49])[C:46]#[N:47])[CH:42]=[CH:43][CH:44]=1.C(=O)([O-])[O-].[Na+].[Na+]. The catalyst is O1CCOCC1.CC(C)([P](C(C)(C)C)([Pd][P](C(C)(C)C)(C(C)(C)C)C(C)(C)C)C(C)(C)C)C. The product is [CH3:50][C:45]([C:41]1[CH:40]=[CH:39][CH:44]=[C:43]([C:9]2[CH:14]=[CH:13][N:12]=[C:11]3[N:15]([C:18]([C:19]4[CH:20]=[CH:21][CH:22]=[CH:23][CH:24]=4)([C:25]4[CH:30]=[CH:29][CH:28]=[CH:27][CH:26]=4)[C:31]4[CH:36]=[CH:35][CH:34]=[CH:33][CH:32]=4)[N:16]=[CH:17][C:10]=23)[CH:42]=1)([CH2:48][CH3:49])[C:46]#[N:47]. The yield is 0.590. (2) The reactants are [CH3:1][C:2]([S:24][S:25][CH3:26])([CH3:23])[CH2:3][CH2:4][CH2:5][O:6][C:7]1[CH:12]=[C:11]([C:13](OCC)=[O:14])[N:10]=[C:9]([C:18](OCC)=[O:19])[CH:8]=1.[Cl-].[Ca+2].[Cl-].[BH4-].[Na+]. The catalyst is C(O)C. The product is [CH3:23][C:2]([S:24][S:25][CH3:26])([CH3:1])[CH2:3][CH2:4][CH2:5][O:6][C:7]1[CH:8]=[C:9]([CH2:18][OH:19])[N:10]=[C:11]([CH2:13][OH:14])[CH:12]=1. The yield is 0.350. (3) The reactants are [Cl:1][C:2]1[C:3]([CH3:39])=[C:4]([C:17]2[CH:22]=[CH:21][CH:20]=[C:19]([CH2:23][O:24][C:25]3[CH:38]=[CH:37][C:28]4[C@H:29]([CH2:32][C:33]([O:35]C)=[O:34])[CH2:30][O:31][C:27]=4[CH:26]=3)[CH:18]=2)[C:5]([CH3:16])=[CH:6][C:7]=1[O:8][CH2:9][CH2:10][CH2:11][S:12]([CH3:15])(=[O:14])=[O:13].CO.[OH-].[Na+].Cl. The catalyst is O.O1CCCC1. The product is [Cl:1][C:2]1[C:3]([CH3:39])=[C:4]([C:17]2[CH:22]=[CH:21][CH:20]=[C:19]([CH2:23][O:24][C:25]3[CH:38]=[CH:37][C:28]4[C@H:29]([CH2:32][C:33]([OH:35])=[O:34])[CH2:30][O:31][C:27]=4[CH:26]=3)[CH:18]=2)[C:5]([CH3:16])=[CH:6][C:7]=1[O:8][CH2:9][CH2:10][CH2:11][S:12]([CH3:15])(=[O:13])=[O:14]. The yield is 0.630. (4) The product is [CH3:1][N:2]1[C:6]([C:7]2[CH:8]=[C:9]3[C:13](=[CH:14][CH:15]=2)[NH:12][C:11]([O:16][S:38]([C:37]([F:50])([F:49])[F:36])(=[O:40])=[O:39])=[CH:10]3)=[CH:5][C:4]([C:17]([F:20])([F:18])[F:19])=[N:3]1. The yield is 0.820. The reactants are [CH3:1][N:2]1[C:6]([C:7]2[CH:8]=[C:9]3[C:13](=[CH:14][CH:15]=2)[NH:12][C:11](=[O:16])[CH2:10]3)=[CH:5][C:4]([C:17]([F:20])([F:19])[F:18])=[N:3]1.C(C1C=C(C)C=C(C(C)(C)C)N=1)(C)(C)C.[F:36][C:37]([F:50])([F:49])[S:38](O[S:38]([C:37]([F:50])([F:49])[F:36])(=[O:40])=[O:39])(=[O:40])=[O:39]. The catalyst is C(Cl)Cl. (5) The reactants are [Li+].[CH3:2]C([N-]C(C)C)C.[Cl:9][C:10]1(C)[CH:15]=[CH:14][CH:13]=[CH:12][NH:11]1.[CH2:17]([O:19][C:20](=[O:24])OCC)[CH3:18].[NH4+].[Cl-]. The catalyst is C1COCC1. The product is [Cl:9][C:10]1[CH:15]=[C:14]([CH2:2][C:20]([O:19][CH2:17][CH3:18])=[O:24])[CH:13]=[CH:12][N:11]=1. The yield is 0.510. (6) The reactants are C(O[CH:4](OCC)[CH2:5][O:6][C:7]1[CH:12]=[CH:11][C:10]([C:13]2([C:16]([OH:18])=[O:17])[CH2:15][CH2:14]2)=[CH:9][CH:8]=1)C. The catalyst is C1(C)C(C)=CC=CC=1. The product is [O:6]1[C:7]2[CH:12]=[CH:11][C:10]([C:13]3([C:16]([OH:18])=[O:17])[CH2:15][CH2:14]3)=[CH:9][C:8]=2[CH:4]=[CH:5]1. The yield is 0.0500. (7) The reactants are [N+:1](=[CH:3][C:4]([O:6][CH2:7][CH3:8])=[O:5])=[N-:2].[CH3:9][Si:10]([CH3:18])([CH3:17])[C:11]#[C:12][CH2:13][CH2:14][CH2:15][CH3:16]. No catalyst specified. The product is [CH2:7]([O:6][C:4]([C:3]1[C:12]([CH2:13][CH2:14][CH2:15][CH3:16])=[C:11]([Si:10]([CH3:18])([CH3:17])[CH3:9])[NH:2][N:1]=1)=[O:5])[CH3:8]. The yield is 0.290. (8) The reactants are [C:1]([NH:8][CH2:9][CH2:10][NH2:11])([O:3][C:4]([CH3:7])([CH3:6])[CH3:5])=[O:2].[CH2:12]([CH:15]([CH2:19][C:20]#[CH:21])[C:16](O)=O)[C:13]#[CH:14].CN([C:25]([O:29]N1N=NC2C=CC=CC1=2)=[N+](C)C)C.[B-](F)(F)(F)F.CCN(C(C)C)C(C)C. The catalyst is CC#N. The product is [C:4]([O:3][C:1](=[O:2])[NH:8][CH2:9][CH2:10][NH:11][C:25](=[O:29])[CH2:16][CH:15]([CH2:19][C:20]#[CH:21])[CH2:12][C:13]#[CH:14])([CH3:5])([CH3:6])[CH3:7]. The yield is 0.310. (9) The reactants are [CH3:1][C:2]1[S:6][C:5]([C:7]2[CH:12]=[CH:11][CH:10]=[CH:9][N:8]=2)=[N:4][C:3]=1[OH:13].[H-].[Na+].C1C=CC(N([S:23]([C:26]([F:29])([F:28])[F:27])(=[O:25])=[O:24])[S:23]([C:26]([F:29])([F:28])[F:27])(=[O:25])=[O:24])=CC=1.O. The catalyst is C1COCC1. The product is [CH3:1][C:2]1[S:6][C:5]([C:7]2[CH:12]=[CH:11][CH:10]=[CH:9][N:8]=2)=[N:4][C:3]=1[O:13][S:23]([C:26]([F:29])([F:28])[F:27])(=[O:25])=[O:24]. The yield is 0.240. (10) The reactants are [N:1]1[CH:6]=[CH:5][CH:4]=[C:3]([C:7]2[CH:8]=[N:9][N:10]([C:12]3[CH:13]=[C:14]([OH:18])[CH:15]=[CH:16][CH:17]=3)[CH:11]=2)[CH:2]=1.Br[C:20]1[CH:32]=[CH:31][C:30]2[C:29]3[C:24](=[CH:25][CH:26]=[CH:27][CH:28]=3)[N:23]([C:33]3[CH:38]=[CH:37][CH:36]=[CH:35][N:34]=3)[C:22]=2[CH:21]=1.N1C=CC=CC=1C(O)=O.[O-]P([O-])([O-])=O.[K+].[K+].[K+]. No catalyst specified. The product is [N:34]1[CH:35]=[CH:36][CH:37]=[CH:38][C:33]=1[N:23]1[C:22]2[CH:21]=[C:20]([O:18][C:14]3[CH:15]=[CH:16][CH:17]=[C:12]([N:10]4[CH:11]=[C:7]([C:3]5[CH:2]=[N:1][CH:6]=[CH:5][CH:4]=5)[CH:8]=[N:9]4)[CH:13]=3)[CH:32]=[CH:31][C:30]=2[C:29]2[C:24]1=[CH:25][CH:26]=[CH:27][CH:28]=2. The yield is 0.680.